Dataset: Reaction yield outcomes from USPTO patents with 853,638 reactions. Task: Predict the reaction yield, written as a fraction of the theoretical maximum amount of product (1.0 means a 100% yield; for example, 0.34 means a 34% yield). (1) The reactants are C([Li])CCC.Br[C:7]1[CH:21]=[CH:20][C:10]([CH2:11][NH:12][C:13]([O:15][C:16]([CH3:19])([CH3:18])[CH3:17])=[O:14])=[CH:9][C:8]=1[Cl:22].[CH3:23][C:24]([CH3:29])([CH3:28])[CH2:25][CH:26]=[O:27]. The catalyst is C(OCC)C. The product is [C:16]([O:15][C:13]([NH:12][CH2:11][C:10]1[CH:20]=[CH:21][C:7]([CH:26]([OH:27])[CH2:25][C:24]([CH3:29])([CH3:28])[CH3:23])=[C:8]([Cl:22])[CH:9]=1)=[O:14])([CH3:19])([CH3:18])[CH3:17]. The yield is 0.140. (2) The reactants are Cl[C:2]1[N:7]=[CH:6][N:5]=[C:4]([O:8][C:9]2[CH:14]=[CH:13][C:12]([NH:15][C:16]([NH:18][C:19]3[CH:24]=[CH:23][CH:22]=[CH:21][CH:20]=3)=[O:17])=[CH:11][CH:10]=2)[CH:3]=1.[CH3:25][NH:26][C:27]1[CH:32]=[CH:31][CH:30]=[CH:29][CH:28]=1.C(OCC)(=O)C.O. The catalyst is CN1CCCC1=O.CCCCCC. The product is [CH3:25][N:26]([C:2]1[N:7]=[CH:6][N:5]=[C:4]([O:8][C:9]2[CH:14]=[CH:13][C:12]([NH:15][C:16]([NH:18][C:19]3[CH:24]=[CH:23][CH:22]=[CH:21][CH:20]=3)=[O:17])=[CH:11][CH:10]=2)[CH:3]=1)[C:27]1[CH:32]=[CH:31][CH:30]=[CH:29][CH:28]=1. The yield is 0.460. (3) The yield is 0.400. The product is [CH:17]([C:2]1[CH:14]=[CH:13][C:5]2[C:6](=[O:12])[CH2:7][CH2:8][C:9](=[O:11])[NH:10][C:4]=2[CH:3]=1)=[CH2:18]. The catalyst is CN(C=O)C.[Cu]I.C1C=CC([P]([Pd]([P](C2C=CC=CC=2)(C2C=CC=CC=2)C2C=CC=CC=2)([P](C2C=CC=CC=2)(C2C=CC=CC=2)C2C=CC=CC=2)[P](C2C=CC=CC=2)(C2C=CC=CC=2)C2C=CC=CC=2)(C2C=CC=CC=2)C2C=CC=CC=2)=CC=1. The reactants are I[C:2]1[CH:14]=[CH:13][C:5]2[C:6](=[O:12])[CH2:7][CH2:8][C:9](=[O:11])[NH:10][C:4]=2[CH:3]=1.[F-].[K+].[CH2:17]([Sn](CCCC)(CCCC)C=C)[CH2:18]CC.CCOC(C)=O. (4) The reactants are [Cl:1][C:2]1[CH:12]=[CH:11][C:5]([O:6][CH:7]2[CH2:10][NH:9][CH2:8]2)=[C:4]([F:13])[CH:3]=1.[Cl:14][C:15]1[N:20]=[C:19](Cl)[N:18]=[CH:17][N:16]=1. The catalyst is C(#N)C. The product is [Cl:14][C:15]1[N:20]=[C:19]([N:9]2[CH2:10][CH:7]([O:6][C:5]3[CH:11]=[CH:12][C:2]([Cl:1])=[CH:3][C:4]=3[F:13])[CH2:8]2)[N:18]=[CH:17][N:16]=1. The yield is 0.200. (5) The reactants are [CH2:1]([O:8][C:9]([N:11]1[CH2:16][CH2:15][C:14]([CH:18]([NH2:27])[CH2:19][C:20]2[CH:25]=[CH:24][C:23]([F:26])=[CH:22][CH:21]=2)([OH:17])[CH2:13][CH2:12]1)=[O:10])[C:2]1[CH:7]=[CH:6][CH:5]=[CH:4][CH:3]=1.Cl[CH2:29][C:30](Cl)=[O:31].[Na+].[I-].[I-].CC(C)([O-])C. No catalyst specified. The product is [CH2:1]([O:8][C:9]([N:11]1[CH2:12][CH2:13][C:14]2([O:17][CH2:29][C:30](=[O:31])[NH:27][CH:18]2[CH2:19][C:20]2[CH:25]=[CH:24][C:23]([F:26])=[CH:22][CH:21]=2)[CH2:15][CH2:16]1)=[O:10])[C:2]1[CH:7]=[CH:6][CH:5]=[CH:4][CH:3]=1. The yield is 0.190. (6) The reactants are [CH3:1][N:2]([CH3:20])[CH:3]1[CH2:8][CH2:7][CH:6]([N:9]([CH2:17][CH2:18][OH:19])C(=O)OC(C)(C)C)[CH2:5][CH2:4]1.[ClH:21]. The catalyst is ClCCl. The product is [ClH:21].[CH3:1][N:2]([CH3:20])[CH:3]1[CH2:4][CH2:5][CH:6]([NH:9][CH2:17][CH2:18][OH:19])[CH2:7][CH2:8]1. The yield is 0.860. (7) The reactants are [CH3:1][C:2]1[CH:11]=[C:10]2[C:5]([C:6]([N:19]3[CH2:24][CH2:23][NH:22][CH2:21][CH2:20]3)=[N:7][C:8]([C:12]3[CH:17]=[CH:16][CH:15]=[CH:14][C:13]=3[OH:18])=[N:9]2)=[CH:4][CH:3]=1.C(N(CC)CC)C.[OH:32][C@@H:33]([CH2:37][CH3:38])[C:34](O)=[O:35].CN(C(ON1N=NC2C=CC=NC1=2)=[N+](C)C)C.F[P-](F)(F)(F)(F)F. The catalyst is C(Cl)Cl. The product is [OH:32][C@@H:33]([CH2:37][CH3:38])[C:34]([N:22]1[CH2:23][CH2:24][N:19]([C:6]2[C:5]3[C:10](=[CH:11][C:2]([CH3:1])=[CH:3][CH:4]=3)[N:9]=[C:8]([C:12]3[CH:17]=[CH:16][CH:15]=[CH:14][C:13]=3[OH:18])[N:7]=2)[CH2:20][CH2:21]1)=[O:35]. The yield is 0.950. (8) The reactants are Cl.[Cl:2][C:3]1[CH:8]=[CH:7][C:6]([NH:9][NH2:10])=[C:5]([N+:11]([O-:13])=[O:12])[CH:4]=1.[C:14]([O:19][CH3:20])(=[O:18])[C:15]([CH3:17])=O.C([O-])(=O)C.[Na+]. The catalyst is CO. The product is [CH3:20][O:19][C:14](=[O:18])[C:15](=[N:10][NH:9][C:6]1[CH:7]=[CH:8][C:3]([Cl:2])=[CH:4][C:5]=1[N+:11]([O-:13])=[O:12])[CH3:17]. The yield is 0.820. (9) The reactants are ClC1C=CC(C#N)=C(OC2C=CC=C(CCl)C=2CCC)C=1.[C:22]([OH:29])(=[O:28])/[CH:23]=[CH:24]/[C:25]([OH:27])=[O:26].[NH2:30][CH2:31][C:32]1[C:33]([CH2:48][CH2:49][CH3:50])=[C:34]([CH:45]=[CH:46][CH:47]=1)[O:35][C:36]1[CH:43]=[C:42]([Cl:44])[CH:41]=[CH:40][C:37]=1[C:38]#[N:39].[NH2:51][CH2:52][C:53]1[C:54]([CH2:69][CH2:70][CH3:71])=[C:55]([CH:66]=[CH:67][CH:68]=1)[O:56][C:57]1[CH:64]=[C:63]([Cl:65])[CH:62]=[CH:61][C:58]=1[C:59]#[N:60].ClC1C=CC(C#N)=C(OC2C=CC=C(CCl)C=2CCC)C=1.N.C(O)(=O)/C=C/C(O)=O. The catalyst is CO. The product is [C:22]([OH:29])(=[O:28])/[CH:23]=[CH:24]/[C:25]([OH:27])=[O:26].[NH2:30][CH2:31][C:32]1[C:33]([CH2:48][CH2:49][CH3:50])=[C:34]([CH:45]=[CH:46][CH:47]=1)[O:35][C:36]1[CH:43]=[C:42]([Cl:44])[CH:41]=[CH:40][C:37]=1[C:38]#[N:39].[NH2:51][CH2:52][C:53]1[C:54]([CH2:69][CH2:70][CH3:71])=[C:55]([CH:66]=[CH:67][CH:68]=1)[O:56][C:57]1[CH:64]=[C:63]([Cl:65])[CH:62]=[CH:61][C:58]=1[C:59]#[N:60]. The yield is 0.960. (10) The reactants are C(OC(=O)C[N:6]=[C:7](C1C=CC=CC=1)[C:8]1C=C[CH:11]=[CH:10][CH:9]=1)C.Br[CH2:22][CH2:23]C=C.[C:26]([O-:29])([O-])=[O:27].[K+].[K+].[Cl:32][C:33]1[CH:38]=[CH:37][C:36]([S:39](Cl)(=[O:41])=[O:40])=[CH:35][CH:34]=1.CCN(CC)CC.Cl. The catalyst is [Br-].C([N+](CCCC)(CCCC)CCCC)CCC.C(#N)C. The product is [CH2:22]([O:29][C:26](=[O:27])[CH:7]([NH:6][S:39]([C:36]1[CH:37]=[CH:38][C:33]([Cl:32])=[CH:34][CH:35]=1)(=[O:41])=[O:40])[CH2:8][CH2:9][CH:10]=[CH2:11])[CH3:23]. The yield is 0.230.